From a dataset of Reaction yield outcomes from USPTO patents with 853,638 reactions. Predict the reaction yield, written as a fraction of the theoretical maximum amount of product (1.0 means a 100% yield; for example, 0.34 means a 34% yield). The reactants are O[CH:2]1[C:6]2[CH:7]=[C:8]([NH:13][C:14](=[O:20])[CH2:15][C:16]([CH3:19])([CH3:18])[CH3:17])[C:9]([CH3:12])=[C:10]([CH3:11])[C:5]=2[O:4][C:3]1([CH3:22])[CH3:21].[NH2:23][C:24]1[CH:29]=[CH:28][CH:27]=[CH:26][CH:25]=1. The catalyst is C(OCC)(=O)C.CCCCCC. The product is [NH:23]([CH:2]1[C:6]2[CH:7]=[C:8]([NH:13][C:14](=[O:20])[CH2:15][C:16]([CH3:18])([CH3:17])[CH3:19])[C:9]([CH3:12])=[C:10]([CH3:11])[C:5]=2[O:4][C:3]1([CH3:22])[CH3:21])[C:24]1[CH:29]=[CH:28][CH:27]=[CH:26][CH:25]=1. The yield is 0.790.